From a dataset of Reaction yield outcomes from USPTO patents with 853,638 reactions. Predict the reaction yield, written as a fraction of the theoretical maximum amount of product (1.0 means a 100% yield; for example, 0.34 means a 34% yield). (1) The reactants are [NH2:1][C:2]1[S:3][C:4]2[N:5]=[C:6]([NH:11][C:12]3[CH:13]=[C:14]([NH:19][C:20](=[O:32])[C:21]4[CH:26]=[CH:25][CH:24]=[C:23]([C:27]([C:30]#[N:31])([CH3:29])[CH3:28])[CH:22]=4)[CH:15]=[CH:16][C:17]=3[CH3:18])[N:7]=[CH:8][C:9]=2[N:10]=1.[CH:33]1([C:36](Cl)=[O:37])[CH2:35][CH2:34]1.C(=O)([O-])O.[Na+]. The catalyst is N1C=CC=CC=1. The product is [C:30]([C:27]([C:23]1[CH:22]=[C:21]([CH:26]=[CH:25][CH:24]=1)[C:20]([NH:19][C:14]1[CH:15]=[CH:16][C:17]([CH3:18])=[C:12]([NH:11][C:6]2[N:7]=[CH:8][C:9]3[N:10]=[C:2]([NH:1][C:36]([CH:33]4[CH2:35][CH2:34]4)=[O:37])[S:3][C:4]=3[N:5]=2)[CH:13]=1)=[O:32])([CH3:29])[CH3:28])#[N:31]. The yield is 0.350. (2) The yield is 0.180. The reactants are [F:1][C:2]1[CH:3]=[C:4]([CH:6]=[CH:7][CH:8]=1)[NH2:5].C(N(CC)CC)C.Cl.[N:17]1([CH2:23][CH2:24][C:25]2[N:29]3[CH:30]=[CH:31][CH:32]=[CH:33][C:28]3=[C:27]([C:34](Cl)=[O:35])[N:26]=2)[CH2:22][CH2:21][O:20][CH2:19][CH2:18]1. The catalyst is C(Cl)Cl. The product is [F:1][C:2]1[CH:3]=[C:4]([NH:5][C:34]([C:27]2[N:26]=[C:25]([CH2:24][CH2:23][N:17]3[CH2:18][CH2:19][O:20][CH2:21][CH2:22]3)[N:29]3[CH:30]=[CH:31][CH:32]=[CH:33][C:28]=23)=[O:35])[CH:6]=[CH:7][CH:8]=1. (3) The reactants are ClC1C=CC([C@@H]2CCN(C(OC(C)(C)C)=O)C[C@H]2C(OC)=O)=CC=1.[CH3:25][O:26][C:27]1[CH:53]=[CH:52][C:30]([CH2:31][N:32]2[C:37](=[O:38])[CH2:36][C@@H:35]([C:39]3[CH:44]=[C:43]([F:45])[C:42]([F:46])=[CH:41][C:40]=3[F:47])[C@H:34]([C:48](OC)=[O:49])[CH2:33]2)=[CH:29][CH:28]=1. No catalyst specified. The product is [OH:49][CH2:48][C@@H:34]1[CH2:33][N:32]([CH2:31][C:30]2[CH:52]=[CH:53][C:27]([O:26][CH3:25])=[CH:28][CH:29]=2)[C:37](=[O:38])[CH2:36][C@H:35]1[C:39]1[CH:44]=[C:43]([F:45])[C:42]([F:46])=[CH:41][C:40]=1[F:47]. The yield is 0.600. (4) The reactants are [CH3:1][N:2]1[CH2:7][CH2:6][NH:5][CH2:4][CH2:3]1.[C:8]1(B(O)O)[C:17]2[C:12](=[CH:13][CH:14]=[CH:15][CH:16]=2)[CH:11]=[CH:10][CH:9]=1.O.[C:22]([OH:26])(=[O:25])[CH:23]=O.CCOC(C)=O. The catalyst is CC#N. The product is [CH3:1][N:2]1[CH2:7][CH2:6][N:5]([CH:23]([C:8]2[C:17]3[C:12](=[CH:13][CH:14]=[CH:15][CH:16]=3)[CH:11]=[CH:10][CH:9]=2)[C:22]([OH:26])=[O:25])[CH2:4][CH2:3]1. The yield is 0.960. (5) The product is [CH:5]1([O:11][C:12]2[CH:13]=[CH:14][C:15]([CH2:18][CH2:19][N+:20]([O-:22])=[O:21])=[CH:16][CH:17]=2)[CH2:6][CH2:7][CH2:8][CH2:9][CH2:10]1. The catalyst is CS(C)=O. The reactants are C(O)(=O)C.[CH:5]1([O:11][C:12]2[CH:17]=[CH:16][C:15](/[CH:18]=[CH:19]/[N+:20]([O-:22])=[O:21])=[CH:14][CH:13]=2)[CH2:10][CH2:9][CH2:8][CH2:7][CH2:6]1.[BH4-].[Na+]. The yield is 0.440.